Dataset: Reaction yield outcomes from USPTO patents with 853,638 reactions. Task: Predict the reaction yield, written as a fraction of the theoretical maximum amount of product (1.0 means a 100% yield; for example, 0.34 means a 34% yield). The reactants are [Cl-].O[NH3+:3].[C:4](=[O:7])([O-])[OH:5].[Na+].CS(C)=O.[F:13][CH2:14][C:15]([OH:53])([CH3:52])[CH2:16][O:17][C@H:18]1[CH2:23][CH2:22][C@H:21]([N:24]2[C:29](=[O:30])[C:28]([CH2:31][C:32]3[CH:37]=[CH:36][C:35]([C:38]4[C:39]([C:44]#[N:45])=[CH:40][CH:41]=[CH:42][CH:43]=4)=[CH:34][CH:33]=3)=[C:27]([CH2:46][CH2:47][CH3:48])[N:26]3[N:49]=[CH:50][N:51]=[C:25]23)[CH2:20][CH2:19]1. The catalyst is O.C(OCC)(=O)C. The product is [F:13][CH2:14][C:15]([OH:53])([CH3:52])[CH2:16][O:17][C@H:18]1[CH2:23][CH2:22][C@H:21]([N:24]2[C:29](=[O:30])[C:28]([CH2:31][C:32]3[CH:37]=[CH:36][C:35]([C:38]4[CH:43]=[CH:42][CH:41]=[CH:40][C:39]=4[C:44]4[NH:3][C:4](=[O:7])[O:5][N:45]=4)=[CH:34][CH:33]=3)=[C:27]([CH2:46][CH2:47][CH3:48])[N:26]3[N:49]=[CH:50][N:51]=[C:25]23)[CH2:20][CH2:19]1. The yield is 0.700.